From a dataset of Catalyst prediction with 721,799 reactions and 888 catalyst types from USPTO. Predict which catalyst facilitates the given reaction. Reactant: [Br:1]N1C(=O)NC(=O)N(Br)C1=O.[F:12][C:13]1[C:18]([OH:19])=[C:17]([CH:20]=[O:21])[CH:16]=[CH:15][C:14]=1[C:22]1[CH:27]=[CH:26][C:25]([F:28])=[CH:24][CH:23]=1. Product: [Br:1][C:15]1[C:14]([C:22]2[CH:27]=[CH:26][C:25]([F:28])=[CH:24][CH:23]=2)=[C:13]([F:12])[C:18]([OH:19])=[C:17]([CH:20]=[O:21])[CH:16]=1. The catalyst class is: 3.